The task is: Predict the reactants needed to synthesize the given product.. This data is from Full USPTO retrosynthesis dataset with 1.9M reactions from patents (1976-2016). (1) Given the product [Cl:8][C:7]1[N:6]=[N:5][CH:4]=[C:3]([Cl:25])[C:2]=1[Cl:1], predict the reactants needed to synthesize it. The reactants are: [Cl:1][C:2]1[C:3](N2CC[C@@H](N(C)C(=O)OC(C)(C)C)C2)=[CH:4][N:5]=[N:6][C:7]=1[Cl:8].[H-].[Na+].[Cl:25]C1C(N2CC[C@@H](NC(=O)OC(C)(C)C)C2)=CN=NC=1Cl.CI. (2) Given the product [Br:1][C:2]1[CH:14]=[CH:13][C:12]([C:15]([NH2:17])=[O:16])=[C:11]2[C:3]=1[C:4]1[CH2:5][CH2:6][CH:7]([CH2:18][N:19]3[CH2:23][CH2:22][CH2:21][C:20]3=[O:25])[CH2:8][C:9]=1[NH:10]2, predict the reactants needed to synthesize it. The reactants are: [Br:1][C:2]1[CH:14]=[CH:13][C:12]([C:15]([NH2:17])=[O:16])=[C:11]2[C:3]=1[C:4]1[CH2:5][CH2:6][CH:7]([CH2:18][NH:19][C:20](=[O:25])[CH2:21][CH2:22][CH2:23]Br)[CH2:8][C:9]=1[NH:10]2.[H-].[Na+]. (3) Given the product [Cl:26][C:7]1[N:6]=[C:5]([NH:8][C@H:9]([C:11]2[N:16]=[CH:15][C:14]([F:17])=[CH:13][N:12]=2)[CH3:10])[N:4]=[C:3]([NH:18][C:19]2[CH:23]=[C:22]([O:24][CH3:25])[NH:21][N:20]=2)[CH:2]=1, predict the reactants needed to synthesize it. The reactants are: Cl[C:2]1[C:3]([NH:18][C:19]2[CH:23]=[C:22]([O:24][CH3:25])[NH:21][N:20]=2)=[N:4][C:5]([NH:8][C@H:9]([C:11]2[N:16]=[CH:15][C:14]([F:17])=[CH:13][N:12]=2)[CH3:10])=[N:6][CH:7]=1.[Cl:26]C1N=C(NC2C=C(OC)NN=2)C=C(Cl)N=1.CCN(C(C)C)C(C)C. (4) Given the product [Cl:1][C:2]1[S:6][C:5]([S:7]([NH:11][CH:12]([CH:17]2[CH2:18][CH:19]3[CH:21]([C:20]3([F:23])[F:24])[CH2:22]2)[C:13]([O:15][CH3:16])=[O:14])(=[O:9])=[O:8])=[CH:4][CH:3]=1, predict the reactants needed to synthesize it. The reactants are: [Cl:1][C:2]1[S:6][C:5]([S:7](Cl)(=[O:9])=[O:8])=[CH:4][CH:3]=1.[NH2:11][CH:12]([CH:17]1[CH2:22][CH:21]2[CH:19]([C:20]2([F:24])[F:23])[CH2:18]1)[C:13]([O:15][CH3:16])=[O:14].C(N(CC)CC)C.CCOC(C)=O.CCCCCC. (5) Given the product [CH:1]1([NH:7][C:28]([C:17]2[N:18]([CH3:27])[C:19]([C:20]3[CH:25]=[CH:24][C:23]([CH3:26])=[CH:22][CH:21]=3)=[C:15]([C:12]3[CH:11]=[CH:10][C:9]([CH3:8])=[CH:14][CH:13]=3)[N:16]=2)=[O:29])[CH2:6][CH2:5][CH2:4][CH2:3][CH2:2]1, predict the reactants needed to synthesize it. The reactants are: [CH:1]1([NH2:7])[CH2:6][CH2:5][CH2:4][CH2:3][CH2:2]1.[CH3:8][C:9]1[CH:14]=[CH:13][C:12]([C:15]2[N:16]=[C:17]([C:28](O)=[O:29])[N:18]([CH3:27])[C:19]=2[C:20]2[CH:25]=[CH:24][C:23]([CH3:26])=[CH:22][CH:21]=2)=[CH:11][CH:10]=1. (6) Given the product [CH3:39][S:40]([O:43][C:44]1[CH:45]=[C:46]([NH:59][S:60]([CH3:63])(=[O:62])=[O:61])[CH:47]=[C:48]([C:2]2[C:10]3[C:9]([NH:11][C@H:12]([C:14]4[N:19]([C:20]5[CH:25]=[CH:24][CH:23]=[CH:22][CH:21]=5)[C:18](=[O:26])[C:17]5=[C:27]([CH3:30])[CH:28]=[CH:29][N:16]5[N:15]=4)[CH3:13])=[N:8][CH:7]=[N:6][C:5]=3[N:4]([CH2:31][O:32][CH2:33][CH2:34][Si:35]([CH3:38])([CH3:37])[CH3:36])[CH:3]=2)[CH:49]=1)(=[O:41])=[O:42], predict the reactants needed to synthesize it. The reactants are: Br[C:2]1[C:10]2[C:9]([NH:11][C@H:12]([C:14]3[N:19]([C:20]4[CH:25]=[CH:24][CH:23]=[CH:22][CH:21]=4)[C:18](=[O:26])[C:17]4=[C:27]([CH3:30])[CH:28]=[CH:29][N:16]4[N:15]=3)[CH3:13])=[N:8][CH:7]=[N:6][C:5]=2[N:4]([CH2:31][O:32][CH2:33][CH2:34][Si:35]([CH3:38])([CH3:37])[CH3:36])[CH:3]=1.[CH3:39][S:40]([O:43][C:44]1[CH:49]=[C:48](B2OC(C)(C)C(C)(C)O2)[CH:47]=[C:46]([NH:59][S:60]([CH3:63])(=[O:62])=[O:61])[CH:45]=1)(=[O:42])=[O:41].CS(Cl)(=O)=O.C(=O)([O-])[O-].[Cs+].[Cs+]. (7) Given the product [CH3:1][N:2]([CH2:36][CH2:37][N:38]1[CH2:39][CH2:40][O:41][CH2:42][CH2:43]1)[C:3]([C:5]1[CH:6]=[C:7]([CH:33]=[CH:34][CH:35]=1)[C:8]([NH:10][C:11]1[CH:16]=[CH:15][C:14]([N:17]2[CH2:18][CH2:19][CH2:20][CH2:21][CH2:22]2)=[CH:13][C:12]=1[C:23]1[CH:24]=[C:25]([CH:30]=[CH:31][N:32]=1)[C:26]([OH:28])=[O:27])=[O:9])=[O:4], predict the reactants needed to synthesize it. The reactants are: [CH3:1][N:2]([CH2:36][CH2:37][N:38]1[CH2:43][CH2:42][O:41][CH2:40][CH2:39]1)[C:3]([C:5]1[CH:6]=[C:7]([CH:33]=[CH:34][CH:35]=1)[C:8]([NH:10][C:11]1[CH:16]=[CH:15][C:14]([N:17]2[CH2:22][CH2:21][CH2:20][CH2:19][CH2:18]2)=[CH:13][C:12]=1[C:23]1[CH:24]=[C:25]([CH:30]=[CH:31][N:32]=1)[C:26]([O:28]C)=[O:27])=[O:9])=[O:4].O.[OH-].[Li+]. (8) Given the product [Cl:1][C:2]1[C:3]([NH:20][C:21]2[CH:25]=[C:24]([CH:26]3[CH2:28][CH2:27]3)[NH:23][N:22]=2)=[N:4][C:5]([C:8]2[S:12][C:11]([C:13](=[O:19])[C:14]([O:16][CH2:17][CH3:18])=[O:15])=[CH:10][CH:9]=2)=[N:6][CH:7]=1, predict the reactants needed to synthesize it. The reactants are: [Cl:1][C:2]1[C:3]([NH:20][C:21]2[CH:25]=[C:24]([CH:26]3[CH2:28][CH2:27]3)[NH:23][N:22]=2)=[N:4][C:5]([C:8]2[S:12][C:11]([CH:13]([OH:19])[C:14]([O:16][CH2:17][CH3:18])=[O:15])=[CH:10][CH:9]=2)=[N:6][CH:7]=1. (9) Given the product [CH3:1][O:2][C:3](=[O:19])[CH2:4][CH2:5][C:6]1[CH:11]=[CH:10][C:9]([SH:12])=[CH:8][C:7]=1[CH3:18], predict the reactants needed to synthesize it. The reactants are: [CH3:1][O:2][C:3](=[O:19])[CH2:4][CH2:5][C:6]1[CH:11]=[CH:10][C:9]([S:12]C(=O)N(C)C)=[CH:8][C:7]=1[CH3:18].C[O-].[Na+].Cl.